The task is: Regression. Given two drug SMILES strings and cell line genomic features, predict the synergy score measuring deviation from expected non-interaction effect.. This data is from NCI-60 drug combinations with 297,098 pairs across 59 cell lines. (1) Drug 1: CN1C(=O)N2C=NC(=C2N=N1)C(=O)N. Drug 2: CCC1(CC2CC(C3=C(CCN(C2)C1)C4=CC=CC=C4N3)(C5=C(C=C6C(=C5)C78CCN9C7C(C=CC9)(C(C(C8N6C)(C(=O)OC)O)OC(=O)C)CC)OC)C(=O)OC)O.OS(=O)(=O)O. Cell line: K-562. Synergy scores: CSS=19.6, Synergy_ZIP=0.909, Synergy_Bliss=4.19, Synergy_Loewe=8.22, Synergy_HSA=2.61. (2) Drug 1: CS(=O)(=O)CCNCC1=CC=C(O1)C2=CC3=C(C=C2)N=CN=C3NC4=CC(=C(C=C4)OCC5=CC(=CC=C5)F)Cl. Drug 2: CC1CCC2CC(C(=CC=CC=CC(CC(C(=O)C(C(C(=CC(C(=O)CC(OC(=O)C3CCCCN3C(=O)C(=O)C1(O2)O)C(C)CC4CCC(C(C4)OC)OP(=O)(C)C)C)C)O)OC)C)C)C)OC. Cell line: NCI-H460. Synergy scores: CSS=3.86, Synergy_ZIP=-3.03, Synergy_Bliss=-3.37, Synergy_Loewe=0.416, Synergy_HSA=0.416. (3) Synergy scores: CSS=4.27, Synergy_ZIP=-1.08, Synergy_Bliss=0.546, Synergy_Loewe=0.434, Synergy_HSA=-0.628. Drug 1: C1CCN(CC1)CCOC2=CC=C(C=C2)C(=O)C3=C(SC4=C3C=CC(=C4)O)C5=CC=C(C=C5)O. Cell line: MDA-MB-231. Drug 2: C1CN(P(=O)(OC1)NCCCl)CCCl. (4) Drug 1: COC1=C(C=C2C(=C1)N=CN=C2NC3=CC(=C(C=C3)F)Cl)OCCCN4CCOCC4. Drug 2: CCCCC(=O)OCC(=O)C1(CC(C2=C(C1)C(=C3C(=C2O)C(=O)C4=C(C3=O)C=CC=C4OC)O)OC5CC(C(C(O5)C)O)NC(=O)C(F)(F)F)O. Cell line: SK-OV-3. Synergy scores: CSS=36.8, Synergy_ZIP=-1.48, Synergy_Bliss=-1.94, Synergy_Loewe=-1.30, Synergy_HSA=-0.849. (5) Drug 1: CC12CCC(CC1=CCC3C2CCC4(C3CC=C4C5=CN=CC=C5)C)O. Drug 2: C1=NC2=C(N1)C(=S)N=CN2. Cell line: UACC-257. Synergy scores: CSS=-1.15, Synergy_ZIP=-6.71, Synergy_Bliss=-13.1, Synergy_Loewe=-19.9, Synergy_HSA=-13.4.